Dataset: Forward reaction prediction with 1.9M reactions from USPTO patents (1976-2016). Task: Predict the product of the given reaction. (1) Given the reactants C(NC1CCCCC1)(C)C.C([Li])CCC.[CH3:16][O:17][C:18](=[O:26])[CH2:19][C:20]1[CH:25]=[CH:24][CH:23]=[CH:22][CH:21]=1.[Cl:27][C:28]1[N:33]=[C:32]([Cl:34])[C:31]([CH2:35]I)=[CH:30][N:29]=1, predict the reaction product. The product is: [CH3:16][O:17][C:18](=[O:26])[CH:19]([C:20]1[CH:21]=[CH:22][CH:23]=[CH:24][CH:25]=1)[CH2:35][C:31]1[C:32]([Cl:34])=[N:33][C:28]([Cl:27])=[N:29][CH:30]=1. (2) Given the reactants [CH2:1]([C:3]1[C:8]([N+:9]([O-])=O)=[CH:7][C:6]([CH3:12])=[C:5]([C:13]2[CH:18]=[CH:17][C:16]([O:19][C:20]([F:23])([F:22])[F:21])=[CH:15][C:14]=2[O:24][CH3:25])[N:4]=1)[CH3:2], predict the reaction product. The product is: [CH2:1]([C:3]1[C:8]([NH2:9])=[CH:7][C:6]([CH3:12])=[C:5]([C:13]2[CH:18]=[CH:17][C:16]([O:19][C:20]([F:22])([F:23])[F:21])=[CH:15][C:14]=2[O:24][CH3:25])[N:4]=1)[CH3:2]. (3) Given the reactants [CH2:1]([C:3]1[CH2:4][C@H:5]2[C@@H:8]([CH:9]=1)[C:7](=O)[CH2:6]2)[CH3:2].[C:11]([O:19][CH2:20][CH3:21])(=[O:18])[CH2:12][C:13]([O:15][CH2:16][CH3:17])=[O:14].N1C=CC=CC=1, predict the reaction product. The product is: [CH2:1]([C:3]1[CH2:4][C@H:5]2[C@@H:8]([CH:9]=1)[C:7](=[C:12]([C:13]([O:15][CH2:16][CH3:17])=[O:14])[C:11]([O:19][CH2:20][CH3:21])=[O:18])[CH2:6]2)[CH3:2]. (4) Given the reactants [Br:1][C:2]1[CH:7]=[CH:6][C:5]([NH:8][C:9](=[O:27])[C:10]2[CH:15]=[CH:14][C:13]([S:16][C:17]3[CH:22]=[CH:21][C:20]([OH:23])=[CH:19][CH:18]=3)=[C:12]([N+:24]([O-])=O)[CH:11]=2)=[CH:4][CH:3]=1.C(=O)([O-])[O-].[Na+].[Na+], predict the reaction product. The product is: [NH2:24][C:12]1[CH:11]=[C:10]([CH:15]=[CH:14][C:13]=1[S:16][C:17]1[CH:22]=[CH:21][C:20]([OH:23])=[CH:19][CH:18]=1)[C:9]([NH:8][C:5]1[CH:6]=[CH:7][C:2]([Br:1])=[CH:3][CH:4]=1)=[O:27]. (5) Given the reactants [C:1]([C:3]1[CH:8]=[CH:7][C:6]([C@@H:9]2[C:14]([C:15]#[N:16])=[C:13]([CH3:17])[N:12]([C:18]3[CH:23]=[CH:22][CH:21]=[C:20]([C:24]([F:27])([F:26])[F:25])[CH:19]=3)[C:11](=[O:28])[NH:10]2)=[C:5]([S:29]([CH3:31])=[O:30])[CH:4]=1)#[N:2].[H-].[Na+].[CH3:34][S:35](Cl)(=[O:37])=[O:36].[Cl-].[NH4+], predict the reaction product. The product is: [C:1]([C:3]1[CH:8]=[CH:7][C:6]([C@@H:9]2[C:14]([C:15]#[N:16])=[C:13]([CH3:17])[N:12]([C:18]3[CH:23]=[CH:22][CH:21]=[C:20]([C:24]([F:27])([F:26])[F:25])[CH:19]=3)[C:11](=[O:28])[N:10]2[S:35]([CH3:34])(=[O:37])=[O:36])=[C:5]([S:29]([CH3:31])=[O:30])[CH:4]=1)#[N:2]. (6) Given the reactants [N+:1]([C:4]1[CH:18]=[CH:17][C:7]([O:8][CH:9]2[CH:14]3[CH2:15][CH2:16][N:11]([CH2:12][CH2:13]3)[CH2:10]2)=[CH:6][CH:5]=1)([O-])=O, predict the reaction product. The product is: [N:11]12[CH2:12][CH2:13][CH:14]([CH2:15][CH2:16]1)[CH:9]([O:8][C:7]1[CH:17]=[CH:18][C:4]([NH2:1])=[CH:5][CH:6]=1)[CH2:10]2. (7) Given the reactants CN(C)[CH:3]=[CH:4][N+:5]([O-:7])=[O:6].C(O)(C(F)(F)F)=O.[C:16]1([S:22]([C:25]2[CH:33]=[C:32]3[C:28]([CH:29]=[CH:30][NH:31]3)=[CH:27][CH:26]=2)(=[O:24])=[O:23])[CH:21]=[CH:20][CH:19]=[CH:18][CH:17]=1, predict the reaction product. The product is: [N+:5]([CH:4]=[CH:3][C:29]1[C:28]2[C:32](=[CH:33][C:25]([S:22]([C:16]3[CH:21]=[CH:20][CH:19]=[CH:18][CH:17]=3)(=[O:23])=[O:24])=[CH:26][CH:27]=2)[NH:31][CH:30]=1)([O-:7])=[O:6]. (8) Given the reactants [C:1]([O:5][C:6]([NH:8][C@@H:9]1[C@H:14]([NH:15][C:16]2[N:21]=[C:20](Cl)[C:19]3[C:23](=[O:33])[N:24]([C:26]([O:28][C:29]([CH3:32])([CH3:31])[CH3:30])=[O:27])[CH2:25][C:18]=3[C:17]=2[F:34])[CH2:13][CH2:12][O:11][CH2:10]1)=[O:7])([CH3:4])([CH3:3])[CH3:2].C([Sn](CCCC)(CCCC)[C:40]1[S:44][N:43]=[CH:42][CH:41]=1)CCC.O, predict the reaction product. The product is: [C:1]([O:5][C:6]([NH:8][C@@H:9]1[C@H:14]([NH:15][C:16]2[N:21]=[C:20]([C:40]3[S:44][N:43]=[CH:42][CH:41]=3)[C:19]3[C:23](=[O:33])[N:24]([C:26]([O:28][C:29]([CH3:32])([CH3:31])[CH3:30])=[O:27])[CH2:25][C:18]=3[C:17]=2[F:34])[CH2:13][CH2:12][O:11][CH2:10]1)=[O:7])([CH3:4])([CH3:3])[CH3:2]. (9) Given the reactants C(O)C(N)(CO)C[OH:4].Cl.N[C:11]1[C:12]2[C:19]([F:20])=[CH:18][N:17]([C@@H:21]3[O:25][C@:24]([C:28]#[CH:29])([CH2:26][OH:27])[C@@H:23]([OH:30])[CH2:22]3)[C:13]=2[N:14]=[CH:15][N:16]=1.[C@@H]1(N2C3N=CN=C(N)C=3N=C2)O[C@H](CO)[C@@H](O)[C@H]1O.C(=O)(O)[O-].[NH4+], predict the reaction product. The product is: [C:28]([C@:24]1([CH2:26][OH:27])[O:25][C@@H:21]([N:17]2[C:13]3[N:14]=[CH:15][NH:16][C:11](=[O:4])[C:12]=3[C:19]([F:20])=[CH:18]2)[CH2:22][C@@H:23]1[OH:30])#[CH:29]. (10) The product is: [F:1][C:2]([F:34])([F:35])[C:3]1[CH:4]=[C:5]([NH:13][C:14]2[C:23]3[C:18](=[CH:19][CH:20]=[CH:21][CH:22]=3)[C:17]([C:24]3[CH:25]=[CH:26][C:27]([C:28]([NH:37][CH3:36])=[O:30])=[CH:32][CH:33]=3)=[N:16][N:15]=2)[CH:6]=[C:7]([C:9]([F:10])([F:11])[F:12])[CH:8]=1. Given the reactants [F:1][C:2]([F:35])([F:34])[C:3]1[CH:4]=[C:5]([NH:13][C:14]2[C:23]3[C:18](=[CH:19][CH:20]=[CH:21][CH:22]=3)[C:17]([C:24]3[CH:33]=[CH:32][C:27]([C:28]([O:30]C)=O)=[CH:26][CH:25]=3)=[N:16][N:15]=2)[CH:6]=[C:7]([C:9]([F:12])([F:11])[F:10])[CH:8]=1.[CH3:36][NH2:37], predict the reaction product.